Predict the product of the given reaction. From a dataset of Forward reaction prediction with 1.9M reactions from USPTO patents (1976-2016). Given the reactants [NH2:1][C:2]1[C:7]([F:8])=[C:6](Br)[N:5]=[C:4]([C:10]([O:12][CH3:13])=[O:11])[CH:3]=1.[Cl:14][C:15]1[CH:20]=[CH:19][C:18](B2OCCCO2)=[C:17]([F:27])[C:16]=1[O:28][CH3:29].[F-].[K+], predict the reaction product. The product is: [NH2:1][C:2]1[C:7]([F:8])=[C:6]([C:18]2[CH:19]=[CH:20][C:15]([Cl:14])=[C:16]([O:28][CH3:29])[C:17]=2[F:27])[N:5]=[C:4]([C:10]([O:12][CH3:13])=[O:11])[CH:3]=1.